This data is from Peptide-MHC class II binding affinity with 134,281 pairs from IEDB. The task is: Regression. Given a peptide amino acid sequence and an MHC pseudo amino acid sequence, predict their binding affinity value. This is MHC class II binding data. (1) The peptide sequence is MAFLRSVSCLAAAVF. The MHC is DRB1_0701 with pseudo-sequence DRB1_0701. The binding affinity (normalized) is 0.592. (2) The peptide sequence is KVSFEPIPIHYCAPAGFA. The MHC is HLA-DQA10501-DQB10301 with pseudo-sequence HLA-DQA10501-DQB10301. The binding affinity (normalized) is 0.331.